From a dataset of TCR-epitope binding with 47,182 pairs between 192 epitopes and 23,139 TCRs. Binary Classification. Given a T-cell receptor sequence (or CDR3 region) and an epitope sequence, predict whether binding occurs between them. (1) The epitope is SSTFNVPMEKLK. The TCR CDR3 sequence is CASRAGYANTEAFF. Result: 0 (the TCR does not bind to the epitope). (2) The epitope is EEHVQIHTI. The TCR CDR3 sequence is CASSQDSQGSTDTQYF. Result: 1 (the TCR binds to the epitope). (3) The epitope is CINGVCWTV. The TCR CDR3 sequence is CSAFPGELTDTQYF. Result: 0 (the TCR does not bind to the epitope). (4) The epitope is KRWIILGLNK. The TCR CDR3 sequence is CASSYRTGELFF. Result: 1 (the TCR binds to the epitope). (5) The epitope is HTTDPSFLGRY. The TCR CDR3 sequence is CARGGQEETQYF. Result: 0 (the TCR does not bind to the epitope). (6) The epitope is KPLEFGATSAAL. The TCR CDR3 sequence is CASSHRTDLGNTIYF. Result: 0 (the TCR does not bind to the epitope).